Dataset: Full USPTO retrosynthesis dataset with 1.9M reactions from patents (1976-2016). Task: Predict the reactants needed to synthesize the given product. Given the product [Cl:1][C:2]1[CH:3]=[CH:4][C:5]([C:8]2=[N:9][C@@H:10]([CH2:24][C:25]([OH:27])=[O:26])[C:11]3[N:12]([C:20]([CH3:23])=[N:21][N:22]=3)[C:13]3[S:17][C:16]([CH3:18])=[C:15]([CH3:19])[C:14]2=3)=[CH:6][CH:7]=1, predict the reactants needed to synthesize it. The reactants are: [Cl:1][C:2]1[CH:7]=[CH:6][C:5]([C:8]2=[N:9][C@@H:10]([CH2:24][C:25]([O:27]C)=[O:26])[C:11]3[N:12]([C:20]([CH3:23])=[N:21][N:22]=3)[C:13]3[S:17][C:16]([CH3:18])=[C:15]([CH3:19])[C:14]2=3)=[CH:4][CH:3]=1.O.[OH-].[Li+].Cl.